Predict the reaction yield, written as a fraction of the theoretical maximum amount of product (1.0 means a 100% yield; for example, 0.34 means a 34% yield). From a dataset of Reaction yield outcomes from USPTO patents with 853,638 reactions. (1) The reactants are [NH2:1][C:2]1[CH:10]=[CH:9][CH:8]=[C:4]([C:5]([OH:7])=O)[C:3]=1[C:11]([OH:13])=[O:12].[C:14](OC(=O)C)(=[O:16])[CH3:15]. No catalyst specified. The product is [C:14]([NH:1][C:2]1[CH:10]=[CH:9][CH:8]=[C:4]2[C:5]([O:13][C:11](=[O:12])[C:3]=12)=[O:7])(=[O:16])[CH3:15]. The yield is 0.610. (2) The reactants are [Br:1][CH2:2][C:3]1[CH:4]=[C:5]([CH:9]=[CH:10][CH:11]=1)[C:6](Br)=[O:7].[NH:12]1[CH2:17][CH2:16][CH2:15][CH2:14][CH2:13]1. The catalyst is C1C=CC=CC=1. The product is [Br:1][CH2:2][C:3]1[CH:4]=[C:5]([C:6]([N:12]2[CH2:17][CH2:16][CH2:15][CH2:14][CH2:13]2)=[O:7])[CH:9]=[CH:10][CH:11]=1. The yield is 0.410.